Predict which catalyst facilitates the given reaction. From a dataset of Catalyst prediction with 721,799 reactions and 888 catalyst types from USPTO. (1) Reactant: Cl[C:2]1[C:3]2[C:4](=[CH:16][N:17](CC3C=CC(OC)=CC=3)[N:18]=2)[N:5]=[C:6]([C:8]2[CH:13]=[CH:12][C:11]([O:14][CH3:15])=[CH:10][CH:9]=2)[N:7]=1.[S:28]1[CH2:33][CH2:32][N:31]([C:34]2[CH:40]=[CH:39][C:37]([NH2:38])=[CH:36][CH:35]=2)[CH2:30][CH2:29]1.Cl. Product: [CH3:15][O:14][C:11]1[CH:10]=[CH:9][C:8]([C:6]2[N:7]=[C:2]([NH:38][C:37]3[CH:36]=[CH:35][C:34]([N:31]4[CH2:32][CH2:33][S:28][CH2:29][CH2:30]4)=[CH:40][CH:39]=3)[C:3]3[NH:18][N:17]=[CH:16][C:4]=3[N:5]=2)=[CH:13][CH:12]=1. The catalyst class is: 71. (2) Reactant: [CH3:1][C:2]1[CH:3]=[C:4]([OH:11])[CH:5]=[CH:6][C:7]=1[N+:8]([O-:10])=[O:9].C(=O)([O-])[O-].[K+].[K+].Br[CH2:19][CH2:20][CH3:21]. Product: [CH3:1][C:2]1[CH:3]=[C:4]([O:11][CH2:19][CH2:20][CH3:21])[CH:5]=[CH:6][C:7]=1[N+:8]([O-:10])=[O:9]. The catalyst class is: 131. (3) Reactant: Br[C:2]1[CH:7]=[C:6]([CH3:8])[CH:5]=[C:4]([Br:9])[CH:3]=1.[Cu](C#N)[C:11]#[N:12].N1C=CC=CC=1.N. Product: [Br:9][C:4]1[CH:3]=[C:2]([CH:7]=[C:6]([CH3:8])[CH:5]=1)[C:11]#[N:12]. The catalyst class is: 136. (4) Reactant: [CH3:1][O:2][C:3]([C:5]1[S:6][C:7]([CH:14](OCC)[O:15]CC)=[CH:8][C:9]=1[C:10]([CH3:13])([CH3:12])[CH3:11])=[O:4].C(O)=O. Product: [CH3:1][O:2][C:3]([C:5]1[S:6][C:7]([CH:14]=[O:15])=[CH:8][C:9]=1[C:10]([CH3:11])([CH3:12])[CH3:13])=[O:4]. The catalyst class is: 12.